Dataset: Reaction yield outcomes from USPTO patents with 853,638 reactions. Task: Predict the reaction yield, written as a fraction of the theoretical maximum amount of product (1.0 means a 100% yield; for example, 0.34 means a 34% yield). (1) The reactants are [OH:1][CH:2]1[CH2:26][CH2:25][C:5]2([CH2:9][N:8]([C:10]([O:12][CH2:13][C:14]3[CH:19]=[CH:18][CH:17]=[CH:16][CH:15]=3)=[O:11])[CH:7]([C:20]([O:22][CH2:23][CH3:24])=[O:21])[CH2:6]2)[CH2:4][CH2:3]1.CC(OI1(OC(C)=O)(OC(C)=O)OC(=O)C2C=CC=CC1=2)=O.S([O-])([O-])(=O)=S.[Na+].[Na+].C([O-])(O)=O.[Na+]. The catalyst is C(Cl)Cl. The product is [O:1]=[C:2]1[CH2:3][CH2:4][C:5]2([CH2:9][N:8]([C:10]([O:12][CH2:13][C:14]3[CH:15]=[CH:16][CH:17]=[CH:18][CH:19]=3)=[O:11])[CH:7]([C:20]([O:22][CH2:23][CH3:24])=[O:21])[CH2:6]2)[CH2:25][CH2:26]1. The yield is 0.670. (2) The reactants are [CH3:1][C:2]1[O:6][N:5]=[C:4]([C:7]2[CH:12]=[CH:11][CH:10]=[CH:9][N:8]=2)[C:3]=1[Sn](CCCC)(CCCC)CCCC.Br[C:27]1[CH:34]=[CH:33][C:30]([C:31]#[N:32])=[CH:29][CH:28]=1.[F-].[K+]. The catalyst is O1CCOCC1.C(OCC)(=O)C.C1C=CC([P]([Pd]([P](C2C=CC=CC=2)(C2C=CC=CC=2)C2C=CC=CC=2)([P](C2C=CC=CC=2)(C2C=CC=CC=2)C2C=CC=CC=2)[P](C2C=CC=CC=2)(C2C=CC=CC=2)C2C=CC=CC=2)(C2C=CC=CC=2)C2C=CC=CC=2)=CC=1. The product is [CH3:1][C:2]1[O:6][N:5]=[C:4]([C:7]2[CH:12]=[CH:11][CH:10]=[CH:9][N:8]=2)[C:3]=1[C:27]1[CH:34]=[CH:33][C:30]([C:31]#[N:32])=[CH:29][CH:28]=1. The yield is 0.830. (3) The reactants are [CH3:1][O:2][C:3]1[CH:4]=[C:5]([C:11]2[C:12](=[O:23])[O:13][C:14]3[C:19]([C:20]=2[CH3:21])=[CH:18][CH:17]=[C:16]([OH:22])[CH:15]=3)[CH:6]=[CH:7][C:8]=1[O:9][CH3:10].[I-].C[N+]1C=CN([C:31]([N:33]2[CH2:38][CH2:37][O:36][CH2:35][CH2:34]2)=[O:32])C=1. No catalyst specified. The product is [CH3:1][O:2][C:3]1[CH:4]=[C:5]([C:11]2[C:12](=[O:23])[O:13][C:14]3[C:19]([C:20]=2[CH3:21])=[CH:18][CH:17]=[C:16]([O:22][C:31]([N:33]2[CH2:38][CH2:37][O:36][CH2:35][CH2:34]2)=[O:32])[CH:15]=3)[CH:6]=[CH:7][C:8]=1[O:9][CH3:10]. The yield is 0.560. (4) The reactants are F[C:2]1[CH:3]=[C:4]([CH3:11])[CH:5]=[CH:6][C:7]=1[N+:8]([O-:10])=[O:9].[CH3:12][C:13]1[CH:19]=[CH:18][C:16]([NH2:17])=[C:15]([O:20][CH2:21][CH2:22][CH3:23])[CH:14]=1.[NH2:24][C:25]1[S:26][CH:27]=[CH:28][N:29]=1.[CH2:30]([OH:33])CC. No catalyst specified. The product is [CH2:15]([O:20][C:2]1[CH:3]=[C:4]([CH3:11])[CH:5]=[CH:6][C:7]=1[N+:8]([O-:10])=[O:9])[CH2:14][CH3:13].[CH3:12][C:13]1[CH:19]=[CH:18][C:16]([NH:17][C:30]([NH:24][C:25]2[S:26][CH:27]=[CH:28][N:29]=2)=[O:33])=[C:15]([O:20][CH2:21][CH2:22][CH3:23])[CH:14]=1. The yield is 0.800.